This data is from Full USPTO retrosynthesis dataset with 1.9M reactions from patents (1976-2016). The task is: Predict the reactants needed to synthesize the given product. (1) The reactants are: [Br:1][C:2]1[CH:7]=[N:6][C:5]([Cl:8])=[C:4]2[S:9][C:10]([C:12]([O:14]C)=O)=[CH:11][C:3]=12.CO.[NH3:18]. Given the product [Br:1][C:2]1[CH:7]=[N:6][C:5]([Cl:8])=[C:4]2[S:9][C:10]([C:12]([NH2:18])=[O:14])=[CH:11][C:3]=12, predict the reactants needed to synthesize it. (2) Given the product [CH3:8][C:6]1[CH:7]=[C:2]([SH:21])[CH:3]=[CH:4][C:5]=1[N+:9]([O-:11])=[O:10], predict the reactants needed to synthesize it. The reactants are: Cl[C:2]1[CH:3]=[CH:4][C:5]([N+:9]([O-:11])=[O:10])=[C:6]([CH3:8])[CH:7]=1.O.O.O.O.O.O.O.O.O.[S:21]([O-])([O-])(=O)=O.[Na+].[Na+].[S].[OH-].[Na+].Cl. (3) Given the product [CH3:20][O:19][C:12]1[CH:13]=[N:14][CH:15]=[C:16]([O:17][CH3:18])[C:11]=1[CH:2]1[N:1]([CH2:32][C:30]2[N:31]=[C:27]([C:21]3[CH:22]=[CH:23][CH:24]=[CH:25][CH:26]=3)[S:28][CH:29]=2)[C:7](=[O:9])[CH2:6][CH2:5][CH2:4][CH2:3]1, predict the reactants needed to synthesize it. The reactants are: [NH2:1][CH:2]([C:11]1[C:16]([O:17][CH3:18])=[CH:15][N:14]=[CH:13][C:12]=1[O:19][CH3:20])[CH2:3][CH2:4][CH2:5][CH2:6][C:7]([O:9]C)=O.[C:21]1([C:27]2[S:28][CH:29]=[C:30]([CH:32]=O)[N:31]=2)[CH:26]=[CH:25][CH:24]=[CH:23][CH:22]=1.